This data is from Forward reaction prediction with 1.9M reactions from USPTO patents (1976-2016). The task is: Predict the product of the given reaction. (1) Given the reactants [NH:1]1[CH:5]=[C:4]([C:6]2[N:11]=[CH:10][C:9]([C:12]([O:14][CH2:15][CH3:16])=[O:13])=[CH:8][CH:7]=2)[CH:3]=[N:2]1.C(=O)([O-])[O-].[Cs+].[Cs+].Br[CH2:24][CH2:25][O:26][Si:27]([C:30]([CH3:33])([CH3:32])[CH3:31])([CH3:29])[CH3:28], predict the reaction product. The product is: [Si:27]([O:26][CH2:25][CH2:24][N:1]1[CH:5]=[C:4]([C:6]2[N:11]=[CH:10][C:9]([C:12]([O:14][CH2:15][CH3:16])=[O:13])=[CH:8][CH:7]=2)[CH:3]=[N:2]1)([C:30]([CH3:33])([CH3:32])[CH3:31])([CH3:29])[CH3:28]. (2) The product is: [NH2:42][C:28]1[N:29]=[C:30]([C:32]2[CH:41]=[C:40]3[C:35]([CH2:36][CH2:37][N:38]([C:14]([NH:13][C@@H:8]4[CH2:9][CH2:10][CH2:11][CH2:12][C@@H:7]4[O:6][CH2:5][CH:2]4[CH2:3][CH2:4]4)=[O:15])[CH2:39]3)=[CH:34][CH:33]=2)[CH:31]=[C:26]([N:23]2[CH2:22][CH2:21][N:20]([CH3:19])[CH2:25][CH2:24]2)[N:27]=1. Given the reactants Cl.[CH:2]1([CH2:5][O:6][C@H:7]2[CH2:12][CH2:11][CH2:10][CH2:9][C@H:8]2[NH2:13])[CH2:4][CH2:3]1.[C:14](Cl)(Cl)=[O:15].Cl.[CH3:19][N:20]1[CH2:25][CH2:24][N:23]([C:26]2[CH:31]=[C:30]([C:32]3[CH:41]=[C:40]4[C:35]([CH2:36][CH2:37][NH:38][CH2:39]4)=[CH:34][CH:33]=3)[N:29]=[C:28]([NH2:42])[N:27]=2)[CH2:22][CH2:21]1, predict the reaction product. (3) The product is: [NH3:3].[CH3:32][OH:33].[F:20][C:5]1[C:6]([NH:8][CH:9]2[CH2:17][CH:16]3[N:12]([CH2:13][CH2:14][CH2:15]3)[C:11]([CH3:19])([CH3:18])[CH2:10]2)=[N:7][C:2]([NH:21][C:22]2[CH:23]=[CH:24][C:25]([O:35][CH:36]3[CH2:39][O:38][CH2:37]3)=[C:26]([N:28]3[C:32](=[O:33])[N:31]([CH3:34])[N:30]=[N:29]3)[CH:27]=2)=[N:3][CH:4]=1. Given the reactants Cl[C:2]1[N:7]=[C:6]([NH:8][CH:9]2[CH2:17][CH:16]3[N:12]([CH2:13][CH2:14][CH2:15]3)[C:11]([CH3:19])([CH3:18])[CH2:10]2)[C:5]([F:20])=[CH:4][N:3]=1.[NH2:21][C:22]1[CH:23]=[CH:24][C:25]([O:35][CH:36]2[CH2:39][O:38][CH2:37]2)=[C:26]([N:28]2[C:32](=[O:33])[N:31]([CH3:34])[N:30]=[N:29]2)[CH:27]=1.C1C=CC(P(C2C(C3C(P(C4C=CC=CC=4)C4C=CC=CC=4)=CC=C4C=3C=CC=C4)=C3C(C=CC=C3)=CC=2)C2C=CC=CC=2)=CC=1.C([O-])([O-])=O.[Cs+].[Cs+], predict the reaction product. (4) Given the reactants CO[C:3](=[O:28])[CH:4]([N:13]([C:21]([O:23][C:24]([CH3:27])([CH3:26])[CH3:25])=[O:22])[C:14]([O:16][C:17]([CH3:20])([CH3:19])[CH3:18])=[O:15])[CH2:5][N:6]1[CH2:11][CH2:10][CH:9]([OH:12])[CH2:8][CH2:7]1.O.[OH-].[Li+].Cl.[NH:33]1[CH2:38][CH2:37][CH:36]([N:39]2[CH2:44][CH2:43][CH2:42][CH2:41][CH2:40]2)[CH2:35][CH2:34]1.[PH2](Cl)=O, predict the reaction product. The product is: [N:39]1([CH:36]2[CH2:37][CH2:38][N:33]([C:3](=[O:28])[CH:4]([N:13]([C:21]([O:23][C:24]([CH3:25])([CH3:27])[CH3:26])=[O:22])[C:14]([O:16][C:17]([CH3:19])([CH3:20])[CH3:18])=[O:15])[CH2:5][N:6]3[CH2:7][CH2:8][CH:9]([OH:12])[CH2:10][CH2:11]3)[CH2:34][CH2:35]2)[CH2:44][CH2:43][CH2:42][CH2:41][CH2:40]1. (5) Given the reactants [CH3:1][C:2]1[C:7]([N+:8]([O-])=O)=[CH:6][N:5]=[C:4]([O:11][C:12]2[CH:17]=[CH:16][C:15]([CH2:18][CH2:19][C:20]([N:22]3[CH2:27][CH2:26][N:25]([CH2:28][C:29]4[CH:37]=[CH:36][C:35]5[O:34][CH2:33][O:32][C:31]=5[CH:30]=4)[CH2:24][CH2:23]3)=[O:21])=[CH:14][CH:13]=2)[CH:3]=1.C(O)C, predict the reaction product. The product is: [NH2:8][C:7]1[C:2]([CH3:1])=[CH:3][C:4]([O:11][C:12]2[CH:13]=[CH:14][C:15]([CH2:18][CH2:19][C:20]([N:22]3[CH2:23][CH2:24][N:25]([CH2:28][C:29]4[CH:37]=[CH:36][C:35]5[O:34][CH2:33][O:32][C:31]=5[CH:30]=4)[CH2:26][CH2:27]3)=[O:21])=[CH:16][CH:17]=2)=[N:5][CH:6]=1.